From a dataset of Full USPTO retrosynthesis dataset with 1.9M reactions from patents (1976-2016). Predict the reactants needed to synthesize the given product. (1) Given the product [C:1]1([CH:7]2[O:11][N:10]=[C:9]([C:12]3[N:13]=[C:14]([CH:17]4[CH2:22][CH2:21][N:20]([C:23](=[NH:34])[NH:24][C:25]5[CH:30]=[C:29]([CH3:31])[CH:28]=[CH:27][C:26]=5[CH3:32])[CH2:19][CH2:18]4)[S:15][CH:16]=3)[CH2:8]2)[CH:6]=[CH:5][CH:4]=[CH:3][CH:2]=1, predict the reactants needed to synthesize it. The reactants are: [C:1]1([CH:7]2[O:11][N:10]=[C:9]([C:12]3[N:13]=[C:14]([CH:17]4[CH2:22][CH2:21][N:20]([C:23](Cl)=[N:24][C:25]5[CH:30]=[C:29]([CH3:31])[CH:28]=[CH:27][C:26]=5[CH3:32])[CH2:19][CH2:18]4)[S:15][CH:16]=3)[CH2:8]2)[CH:6]=[CH:5][CH:4]=[CH:3][CH:2]=1.[NH3:34]. (2) Given the product [Cl:24][C:25]1[N:30]=[CH:29][C:28]([C:31]([N:15]([CH3:16])[C:12]2[CH:11]=[CH:10][C:9]([CH2:8][N:6]3[CH2:5][CH2:4][N:3]([C:17]([O:19][C:20]([CH3:22])([CH3:21])[CH3:23])=[O:18])[C@@H:2]([CH3:1])[CH2:7]3)=[CH:14][CH:13]=2)=[O:32])=[CH:27][CH:26]=1, predict the reactants needed to synthesize it. The reactants are: [CH3:1][C@H:2]1[CH2:7][N:6]([CH2:8][C:9]2[CH:14]=[CH:13][C:12]([NH:15][CH3:16])=[CH:11][CH:10]=2)[CH2:5][CH2:4][N:3]1[C:17]([O:19][C:20]([CH3:23])([CH3:22])[CH3:21])=[O:18].[Cl:24][C:25]1[N:30]=[CH:29][C:28]([C:31](Cl)=[O:32])=[CH:27][CH:26]=1.C(N(CC)CC)C. (3) Given the product [CH2:1]([C:5]1[CH:6]=[C:7]2[C:11](=[CH:12][CH:13]=1)[N:10]([CH3:18])[C:9]([CH:14]=[O:15])=[CH:8]2)[CH2:2][CH2:3][CH3:4], predict the reactants needed to synthesize it. The reactants are: [CH2:1]([C:5]1[CH:6]=[C:7]2[C:11](=[CH:12][CH:13]=1)[NH:10][C:9]([CH:14]=[O:15])=[CH:8]2)[CH2:2][CH2:3][CH3:4].CI.[C:18](=O)([O-])[O-].[K+].[K+]. (4) Given the product [ClH:1].[Cl:1][C:2]1[CH:7]=[CH:6][C:5]([NH:8][CH2:9][CH2:10][NH:11][CH2:12][C:13]([OH:15])=[O:14])=[CH:4][C:3]=1[C:20](=[O:33])[NH:21][CH2:22][C:23]12[CH2:30][CH:29]3[CH2:31][CH:25]([CH2:26][CH:27]([CH2:28]3)[CH2:32]1)[CH2:24]2, predict the reactants needed to synthesize it. The reactants are: [Cl:1][C:2]1[CH:7]=[CH:6][C:5]([NH:8][CH2:9][CH2:10][NH:11][CH2:12][C:13]([O:15]C(C)(C)C)=[O:14])=[CH:4][C:3]=1[C:20](=[O:33])[NH:21][CH2:22][C:23]12[CH2:32][CH:27]3[CH2:28][CH:29]([CH2:31][CH:25]([CH2:26]3)[CH2:24]1)[CH2:30]2.Cl. (5) Given the product [Cl:1][C:2]1[CH:3]=[CH:4][C:5]([CH2:11][O:12][C:13]2[CH:18]=[CH:17][CH:16]=[CH:15][C:14]=2[Cl:19])=[C:6]([CH:10]=1)[C:7]([NH:48][C@H:49]([C:63]1[CH:68]=[CH:67][C:66]([C:20]([O:24][CH3:25])=[O:23])=[CH:65][CH:64]=1)[CH3:50])=[O:9], predict the reactants needed to synthesize it. The reactants are: [Cl:1][C:2]1[CH:3]=[CH:4][C:5]([CH2:11][O:12][C:13]2[CH:18]=[CH:17][CH:16]=[CH:15][C:14]=2[Cl:19])=[C:6]([CH:10]=1)[C:7]([OH:9])=O.[C:20]([O:24][CH2:25]CC1C=CC(N2C3=NC(C)=CC(C)=C3N=C2CC)=CC=1)(=[O:23])CC.Cl.C[N:48](C)[CH2:49][CH2:50]CN=C=NCC.O.ON1[C:64]2[CH:65]=[CH:66][CH:67]=[CH:68][C:63]=2N=N1.C(N(CC)CC)C. (6) Given the product [OH:3][CH2:4][CH2:5][O:6][NH:7][C:8]([C:10]1[CH:11]=[C:12]([F:28])[C:13]2[N:14]([CH:25]=[N:26][CH:27]=2)[C:15]=1[NH:16][C:17]1[CH:22]=[CH:21][C:20]([I:23])=[CH:19][C:18]=1[F:24])=[O:9], predict the reactants needed to synthesize it. The reactants are: C([O:3][CH2:4][CH2:5][O:6][NH:7][C:8]([C:10]1[CH:11]=[C:12]([F:28])[C:13]2[N:14]([CH:25]=[N:26][CH:27]=2)[C:15]=1[NH:16][C:17]1[CH:22]=[CH:21][C:20]([I:23])=[CH:19][C:18]=1[F:24])=[O:9])=C. (7) Given the product [CH3:8][NH:7][C:6]1[CH:5]=[C:4]([B:17]([OH:20])[OH:18])[CH:11]=[CH:10][CH:9]=1, predict the reactants needed to synthesize it. The reactants are: C[Li].Br[C:4]1[CH:5]=[C:6]([CH:9]=[CH:10][CH:11]=1)[NH:7][CH3:8].C([Li])(C)(C)C.[B:17](OC)([O:20]C)[O:18]C.Cl.